From a dataset of Peptide-MHC class I binding affinity with 185,985 pairs from IEDB/IMGT. Regression. Given a peptide amino acid sequence and an MHC pseudo amino acid sequence, predict their binding affinity value. This is MHC class I binding data. The peptide sequence is VLTLLLLLV. The MHC is HLA-A23:01 with pseudo-sequence HLA-A23:01. The binding affinity (normalized) is 0.